This data is from Full USPTO retrosynthesis dataset with 1.9M reactions from patents (1976-2016). The task is: Predict the reactants needed to synthesize the given product. (1) Given the product [CH3:7][O:6][C:5]1[CH:4]=[C:3]([CH:11]=[CH:10][C:8]=1[O:9][C:12](=[O:32])[CH:13]=[CH:14][CH:15]=[CH:16][CH:17]=[CH:18][CH:19]=[CH:20][CH:21]=[CH:22][CH2:23][CH2:24][CH2:25][CH2:26][CH2:27][CH2:28][CH2:29][CH2:30][CH3:31])[CH:2]=[O:1], predict the reactants needed to synthesize it. The reactants are: [O:1]=[CH:2][C:3]1[CH:11]=[CH:10][C:8]([OH:9])=[C:5]([O:6][CH3:7])[CH:4]=1.[C:12](O)(=[O:32])/[CH:13]=[CH:14]\[CH:15]=[CH:16][CH:17]=[CH:18][CH:19]=[CH:20][CH:21]=[CH:22][CH2:23][CH2:24][CH2:25][CH2:26][CH2:27][CH2:28][CH2:29][CH2:30][CH3:31].C1(N=C=NC2CCCCC2)CCCCC1. (2) Given the product [ClH:23].[ClH:42].[ClH:23].[NH2:32][C:28]1[CH:27]=[C:26]([CH2:25][CH2:24][C:10]2[CH:11]=[C:12]([NH:15][C:16]3[C:21]([F:22])=[CH:20][N:19]=[C:18]([Cl:23])[N:17]=3)[CH:13]=[CH:14][C:9]=2[NH2:8])[CH:31]=[N:30][CH:29]=1, predict the reactants needed to synthesize it. The reactants are: C(OC([NH:8][C:9]1[CH:14]=[CH:13][C:12]([NH:15][C:16]2[C:21]([F:22])=[CH:20][N:19]=[C:18]([Cl:23])[N:17]=2)=[CH:11][C:10]=1[CH2:24][CH2:25][C:26]1[CH:27]=[C:28]([NH:32]C(=O)OC(C)(C)C)[CH:29]=[N:30][CH:31]=1)=O)(C)(C)C.CO.[ClH:42]. (3) Given the product [Br:1][CH2:2][CH:3]([CH2:4][Br:5])[O:6][CH:8]1[CH2:9][CH2:10][CH2:11][CH2:12][O:7]1, predict the reactants needed to synthesize it. The reactants are: [Br:1][CH2:2][CH:3]([OH:6])[CH2:4][Br:5].[O:7]1[CH:12]=[CH:11][CH2:10][CH2:9][CH2:8]1.O.C1(C)C=CC(S(O)(=O)=O)=CC=1.